Dataset: Full USPTO retrosynthesis dataset with 1.9M reactions from patents (1976-2016). Task: Predict the reactants needed to synthesize the given product. Given the product [Cl:55][C:52]1[C:51]([C:56]([O:58][CH2:59][CH3:60])=[O:57])=[N:50][N:49]([C:46]2[CH:47]=[CH:48][C:43]([C:41]([OH:42])=[O:40])=[CH:44][C:45]=2[C:61]([N:63]2[CH2:72][CH2:71][C:70]3[C:65](=[CH:66][CH:67]=[CH:68][CH:69]=3)[CH2:64]2)=[O:62])[C:53]=1[CH3:54], predict the reactants needed to synthesize it. The reactants are: ClC1C(C(=O)N(CCCC)CCCC)=NN(C2C=CC(C(O)=O)=CC=2C(OCC)=O)C=1C.C([O:40][C:41]([C:43]1[CH:48]=[CH:47][C:46]([N:49]2[C:53]([CH3:54])=[C:52]([Cl:55])[C:51]([C:56]([O:58][CH2:59][CH3:60])=[O:57])=[N:50]2)=[C:45]([C:61]([N:63]2[CH2:72][CH2:71][C:70]3[C:65](=[CH:66][CH:67]=[CH:68][CH:69]=3)[CH2:64]2)=[O:62])[CH:44]=1)=[O:42])C1C=CC=CC=1.